From a dataset of Full USPTO retrosynthesis dataset with 1.9M reactions from patents (1976-2016). Predict the reactants needed to synthesize the given product. (1) Given the product [C:7]1([C:1]2[CH:6]=[CH:5][CH:4]=[CH:3][CH:2]=2)[CH:12]=[CH:11][C:10]([C:13]2([C:14]#[N:15])[CH2:20][CH2:19]2)=[CH:9][CH:8]=1, predict the reactants needed to synthesize it. The reactants are: [C:1]1([C:7]2[CH:12]=[CH:11][C:10]([CH2:13][C:14]#[N:15])=[CH:9][CH:8]=2)[CH:6]=[CH:5][CH:4]=[CH:3][CH:2]=1.[OH-].[K+].Br[CH2:19][CH2:20]Br.BrC(Br)C. (2) Given the product [CH:12]1([C:18]2[CH:19]=[C:20]([CH:21]=[CH:22][C:23]=2[O:24][CH2:25][CH2:26][N:27]2[CH2:32][CH2:31][O:30][CH2:29][CH2:28]2)[CH:36]=[O:37])[CH2:17][CH2:16][CH2:15][CH2:14][CH2:13]1, predict the reactants needed to synthesize it. The reactants are: C1C2C(=CC=CC=2)C=CC=1.[Li].[CH:12]1([C:18]2[CH:19]=[C:20](Cl)[CH:21]=[CH:22][C:23]=2[O:24][CH2:25][CH2:26][N:27]2[CH2:32][CH2:31][O:30][CH2:29][CH2:28]2)[CH2:17][CH2:16][CH2:15][CH2:14][CH2:13]1.CN(C)[CH:36]=[O:37]. (3) The reactants are: [CH2:1]([O:8][C:9]([N:11]([CH2:32][C:33]([N:35]1[CH2:39][C@@H:38]([F:40])[CH2:37][C@H:36]1[C:41]#[N:42])=[O:34])[C:12]12[CH2:19][CH2:18][C:15]([C:20]([O:22]N3C4C=CC=CC=4N=N3)=O)([CH2:16][CH2:17]1)[CH2:14][CH2:13]2)=[O:10])[C:2]1[CH:7]=[CH:6][CH:5]=[CH:4][CH:3]=1.[CH2:43]([NH2:49])[CH2:44][CH2:45][CH2:46][CH2:47][CH3:48]. Given the product [CH2:1]([O:8][C:9]([N:11]([CH2:32][C:33]([N:35]1[CH2:39][C@@H:38]([F:40])[CH2:37][C@H:36]1[C:41]#[N:42])=[O:34])[C:12]12[CH2:19][CH2:18][C:15]([C:20]([NH:49][CH2:43][CH2:44][CH2:45][CH2:46][CH2:47][CH3:48])=[O:22])([CH2:14][CH2:13]1)[CH2:16][CH2:17]2)=[O:10])[C:2]1[CH:3]=[CH:4][CH:5]=[CH:6][CH:7]=1, predict the reactants needed to synthesize it. (4) Given the product [Cl:22][C:23]1[C:32]2[C:27](=[CH:28][CH:29]=[CH:30][CH:31]=2)[C:26]([N:33]2[C:15]([C:10]3[C:11](=[O:14])[CH:12]=[CH:13][N:8]([C:5]4[CH:4]=[CH:3][C:2]([Cl:1])=[CH:7][CH:6]=4)[N:9]=3)=[CH:16][CH:17]=[N:18]2)=[CH:25][CH:24]=1, predict the reactants needed to synthesize it. The reactants are: [Cl:1][C:2]1[CH:7]=[CH:6][C:5]([N:8]2[CH:13]=[CH:12][C:11](=[O:14])[C:10]([C:15](=O)/[CH:16]=[CH:17]/[N:18](C)C)=[N:9]2)=[CH:4][CH:3]=1.[Cl:22][C:23]1[C:32]2[C:27](=[CH:28][CH:29]=[CH:30][CH:31]=2)[C:26]([NH:33]N)=[CH:25][CH:24]=1. (5) Given the product [ClH:37].[CH3:34][C:32]([OH:31])([CH3:33])[C@H:28]([C:25]1[N:24]=[C:23]([NH:22][C:10]2[C:9]([O:8][C:7]3[C:2]([CH3:1])=[N:3][CH:4]=[CH:5][CH:6]=3)=[CH:14][C:13]([S:15][C:16]3[CH:21]=[CH:20][CH:19]=[CH:18][N:17]=3)=[CH:12][N:11]=2)[S:27][N:26]=1)[OH:29], predict the reactants needed to synthesize it. The reactants are: [CH3:1][C:2]1[C:7]([O:8][C:9]2[C:10]([NH:22][C:23]3[S:27][N:26]=[C:25]([C@H:28]4[C:32]([CH3:34])([CH3:33])[O:31]C(C)(C)[O:29]4)[N:24]=3)=[N:11][CH:12]=[C:13]([S:15][C:16]3[CH:21]=[CH:20][CH:19]=[CH:18][N:17]=3)[CH:14]=2)=[CH:6][CH:5]=[CH:4][N:3]=1.[ClH:37]. (6) Given the product [CH:7]1[CH:16]=[C:15]2[C:17]([N:5]([OH:6])[C:20]([C:13]3=[CH:12][CH:11]=[CH:10][C:9](=[C:14]23)[CH:8]=1)=[O:21])=[O:18], predict the reactants needed to synthesize it. The reactants are: C(O)C.Cl.[NH2:5][OH:6].[CH:7]1[CH:8]=[C:9]2[C:14]3=[C:15]([C:17](O[C:20](=[O:21])[C:13]3=[CH:12][CH:11]=[CH:10]2)=[O:18])[CH:16]=1. (7) Given the product [NH2:30][CH:31]([C:35]1[CH:40]=[CH:39][CH:38]=[CH:37][CH:36]=1)[C:32]([N:10]([C:4]1[CH:5]=[CH:6][C:7]([O:8][CH3:9])=[C:2]([F:1])[CH:3]=1)[CH2:11][CH2:12][C:13]1[CH:18]=[CH:17][C:16]([C:19]([F:20])([F:21])[F:22])=[CH:15][CH:14]=1)=[O:33], predict the reactants needed to synthesize it. The reactants are: [F:1][C:2]1[CH:3]=[C:4]([NH:10][CH2:11][CH2:12][C:13]2[CH:18]=[CH:17][C:16]([C:19]([F:22])([F:21])[F:20])=[CH:15][CH:14]=2)[CH:5]=[CH:6][C:7]=1[O:8][CH3:9].C(OC([NH:30][CH:31]([C:35]1[CH:40]=[CH:39][CH:38]=[CH:37][CH:36]=1)[C:32](O)=[O:33])=O)(C)(C)C. (8) Given the product [Br:24][C:22]1[CH:23]=[C:18]([NH:17][C:2]2[CH:3]=[CH:4][C:5]([C:8]([N:10]3[CH2:15][CH2:14][N:13]([CH3:16])[CH2:12][CH2:11]3)=[O:9])=[CH:6][N:7]=2)[C:19](=[O:26])[N:20]([CH3:25])[CH:21]=1, predict the reactants needed to synthesize it. The reactants are: Cl[C:2]1[N:7]=[CH:6][C:5]([C:8]([N:10]2[CH2:15][CH2:14][N:13]([CH3:16])[CH2:12][CH2:11]2)=[O:9])=[CH:4][CH:3]=1.[NH2:17][C:18]1[C:19](=[O:26])[N:20]([CH3:25])[CH:21]=[C:22]([Br:24])[CH:23]=1.[H-].[Na+].